From a dataset of Forward reaction prediction with 1.9M reactions from USPTO patents (1976-2016). Predict the product of the given reaction. Given the reactants [CH3:1][O:2][C:3]1[C:14]([N+:15]([O-:17])=[O:16])=[CH:13][C:6]2[NH:7][C:8](=[O:12])[CH2:9][NH:10][CH2:11][C:5]=2[CH:4]=1.[CH:18](=O)[CH3:19].C(O)(=O)C.C(O[BH-](OC(=O)C)OC(=O)C)(=O)C.[Na+], predict the reaction product. The product is: [CH2:18]([N:10]1[CH2:11][C:5]2[CH:4]=[C:3]([O:2][CH3:1])[C:14]([N+:15]([O-:17])=[O:16])=[CH:13][C:6]=2[NH:7][C:8](=[O:12])[CH2:9]1)[CH3:19].